Task: Predict which catalyst facilitates the given reaction.. Dataset: Catalyst prediction with 721,799 reactions and 888 catalyst types from USPTO (1) Reactant: Cl[C:2]1[N:7]=[C:6]([NH:8][C:9]2[CH:10]=[C:11]3[C:15](=[CH:16][CH:17]=2)[NH:14][N:13]=[CH:12]3)[CH:5]=[CH:4][N:3]=1.[F:18][C:19]1[CH:27]=[CH:26][C:25]2[C:21](=[CH:22][NH:23][CH:24]=2)[CH:20]=1.CCN(C(C)C)C(C)C. Product: [F:18][C:19]1[CH:20]=[C:21]2[C:25](=[CH:26][CH:27]=1)[CH2:24][N:23]([C:2]1[N:7]=[C:6]([NH:8][C:9]3[CH:10]=[C:11]4[C:15](=[CH:16][CH:17]=3)[NH:14][N:13]=[CH:12]4)[CH:5]=[CH:4][N:3]=1)[CH2:22]2. The catalyst class is: 3. (2) Reactant: Br[C:2]1[CH:3]=[CH:4][C:5]([O:8][CH3:9])=[N:6][CH:7]=1.C([Li])CCC.[CH3:15][O:16][C:17]1[N:22]=[CH:21][C:20]([C:23]#[N:24])=[CH:19][CH:18]=1.[BH4-].[Na+]. Product: [CH3:9][O:8][C:5]1[N:6]=[CH:7][C:2]([CH:23]([C:20]2[CH:21]=[N:22][C:17]([O:16][CH3:15])=[CH:18][CH:19]=2)[NH2:24])=[CH:3][CH:4]=1. The catalyst class is: 36. (3) Reactant: [CH2:1]([O:8][C:9]1[C:16]([Br:17])=[CH:15][CH:14]=[CH:13][C:10]=1[CH:11]=[O:12])[C:2]1[CH:7]=[CH:6][CH:5]=[CH:4][CH:3]=1.[C:18]1([Mg]Br)[CH:23]=[CH:22][CH:21]=[CH:20][CH:19]=1. Product: [CH2:1]([O:8][C:9]1[C:16]([Br:17])=[CH:15][CH:14]=[CH:13][C:10]=1[CH:11]([C:18]1[CH:23]=[CH:22][CH:21]=[CH:20][CH:19]=1)[OH:12])[C:2]1[CH:3]=[CH:4][CH:5]=[CH:6][CH:7]=1. The catalyst class is: 1.